This data is from Forward reaction prediction with 1.9M reactions from USPTO patents (1976-2016). The task is: Predict the product of the given reaction. (1) Given the reactants [Li+].[OH-].[C:3]([O:7][C:8]([N:10]1[CH2:14][CH:13]([CH2:15][C:16]([O:18]C)=[O:17])[CH2:12][C@@H:11]1[C@H:20]1[O:24][C:23]([CH3:26])([CH3:25])[N:22]([C:27](=[O:29])[CH3:28])[C@H:21]1[CH2:30][C:31]1[CH:36]=[C:35]([F:37])[CH:34]=[C:33]([F:38])[CH:32]=1)=[O:9])([CH3:6])([CH3:5])[CH3:4], predict the reaction product. The product is: [C:3]([O:7][C:8]([N:10]1[CH2:14][CH:13]([CH2:15][C:16]([OH:18])=[O:17])[CH2:12][C@@H:11]1[C@H:20]1[O:24][C:23]([CH3:26])([CH3:25])[N:22]([C:27](=[O:29])[CH3:28])[C@H:21]1[CH2:30][C:31]1[CH:32]=[C:33]([F:38])[CH:34]=[C:35]([F:37])[CH:36]=1)=[O:9])([CH3:4])([CH3:5])[CH3:6]. (2) Given the reactants Cl[C:2]1[N:7]([CH3:8])[C:6](=[O:9])[C:5]([OH:10])=[CH:4][N:3]=1.[C:11]1([C:20]2[CH:25]=[CH:24][CH:23]=[CH:22][CH:21]=2)[CH:16]=[CH:15][CH:14]=[C:13](B(O)O)[CH:12]=1.C([O-])([O-])=O.[Cs+].[Cs+], predict the reaction product. The product is: [C:11]1([C:20]2[CH:21]=[CH:22][CH:23]=[CH:24][CH:25]=2)[CH:16]=[CH:15][CH:14]=[C:13]([C:2]2[N:7]([CH3:8])[C:6](=[O:9])[C:5]([OH:10])=[CH:4][N:3]=2)[CH:12]=1. (3) Given the reactants F[C:2]1[CH:3]=[C:4]2[C:9](=[CH:10][CH:11]=1)[C:8](=O)[NH:7][CH2:6][CH2:5]2.[C:13](=[O:16])([O-])[O-].[K+].[K+], predict the reaction product. The product is: [CH2:8]([NH:7][C:6]1[CH:5]=[C:4]2[C:3](=[CH:2][CH:11]=1)[C:13](=[O:16])[NH:7][CH2:6][CH2:5]2)[C:9]1[CH:10]=[CH:11][CH:2]=[CH:3][CH:4]=1. (4) Given the reactants Cl[CH2:2][CH2:3][CH2:4][CH2:5][C:6]([C:8]1[CH:13]=[CH:12][CH:11]=[CH:10][C:9]=1[C:14]([F:17])([F:16])[F:15])=[O:7].[NH:18]1[CH2:23][CH2:22][CH:21]([C:24]2[CH:25]=[C:26]([NH:30][C:31]([CH:33]3[CH2:35][CH2:34]3)=[O:32])[CH:27]=[CH:28][CH:29]=2)[CH2:20][CH2:19]1, predict the reaction product. The product is: [O:7]=[C:6]([C:8]1[CH:13]=[CH:12][CH:11]=[CH:10][C:9]=1[C:14]([F:17])([F:16])[F:15])[CH2:5][CH2:4][CH2:3][CH2:2][N:18]1[CH2:23][CH2:22][CH:21]([C:24]2[CH:25]=[C:26]([NH:30][C:31]([CH:33]3[CH2:34][CH2:35]3)=[O:32])[CH:27]=[CH:28][CH:29]=2)[CH2:20][CH2:19]1. (5) Given the reactants Cl[S:2]([C:5]1[CH:14]=[CH:13][C:8]([C:9]([O:11][CH3:12])=[O:10])=[CH:7][CH:6]=1)(=[O:4])=[O:3].[Cl:15][C:16]1[CH:22]=[C:21]([C:23]([F:26])([F:25])[F:24])[CH:20]=[CH:19][C:17]=1[NH2:18], predict the reaction product. The product is: [Cl:15][C:16]1[CH:22]=[C:21]([C:23]([F:25])([F:26])[F:24])[CH:20]=[CH:19][C:17]=1[NH:18][S:2]([C:5]1[CH:14]=[CH:13][C:8]([C:9]([O:11][CH3:12])=[O:10])=[CH:7][CH:6]=1)(=[O:4])=[O:3].